This data is from Forward reaction prediction with 1.9M reactions from USPTO patents (1976-2016). The task is: Predict the product of the given reaction. (1) Given the reactants [F:1][C:2]1[CH:7]=[CH:6][C:5]([CH:8]([C:15]2[CH:20]=[CH:19][C:18]([F:21])=[CH:17][CH:16]=2)[N:9]2[CH2:14][CH2:13][NH:12][CH2:11][CH2:10]2)=[CH:4][CH:3]=1.[C:22]([O-:25])(O)=[O:23].[Na+].Cl[S:28]([C:31]1[CH:36]=[CH:35][C:34]([CH:37]=[CH:38]C(O)=O)=[CH:33][CH:32]=1)(=[O:30])=[O:29].Cl, predict the reaction product. The product is: [F:21][C:18]1[CH:19]=[CH:20][C:15]([CH:8]([C:5]2[CH:4]=[CH:3][C:2]([F:1])=[CH:7][CH:6]=2)[N:9]2[CH2:10][CH2:11][N:12]([S:28]([C:31]3[CH:36]=[CH:35][C:34]([C:37](=[CH2:38])[C:22]([OH:25])=[O:23])=[CH:33][CH:32]=3)(=[O:30])=[O:29])[CH2:13][CH2:14]2)=[CH:16][CH:17]=1. (2) Given the reactants Cl.Cl.[C@H]1([CH2:13][N:14]2[CH2:19][CH2:18][CH:17]([NH:20][C:21]([C:23]3[NH:24][C:25]4[C:30]([CH:31]=3)=[C:29]([O:32][CH2:33][C:34]3[C:38]5[CH:39]=[C:40]([CH3:44])[C:41]([CH3:43])=[CH:42][C:37]=5[O:36][CH:35]=3)[CH:28]=[CH:27][CH:26]=4)=[O:22])[CH2:16][CH2:15]2)[C@@H]2N(CCCC2)CCC1.Cl.Cl.Cl.NC1CCN(C[CH2:56][N:57]2[CH2:62][CH2:61][CH:60]([OH:63])[CH2:59][CH2:58]2)CC1, predict the reaction product. The product is: [OH:63][CH:60]1[CH2:61][CH2:62][N:57]([CH2:56][CH2:13][N:14]2[CH2:19][CH2:18][CH:17]([NH:20][C:21]([C:23]3[NH:24][C:25]4[C:30]([CH:31]=3)=[C:29]([O:32][CH2:33][C:34]3[C:38]5[CH:39]=[C:40]([CH3:44])[C:41]([CH3:43])=[CH:42][C:37]=5[O:36][CH:35]=3)[CH:28]=[CH:27][CH:26]=4)=[O:22])[CH2:16][CH2:15]2)[CH2:58][CH2:59]1. (3) Given the reactants [CH3:1][O:2][C:3]1[CH:12]=[C:11]2[C:6]([CH2:7][CH:8]([CH2:13][O:14][CH3:15])[N:9]=[CH:10]2)=[CH:5][C:4]=1[O:16][CH2:17][CH2:18][CH2:19][O:20][CH3:21].C(O[CH:25]=[C:26]([C:32](=[O:34])[CH3:33])[C:27]([O:29][CH2:30][CH3:31])=[O:28])C, predict the reaction product. The product is: [CH3:1][O:2][C:3]1[C:4]([O:16][CH2:17][CH2:18][CH2:19][O:20][CH3:21])=[CH:5][C:6]2[CH2:7][CH:8]([CH2:13][O:14][CH3:15])[N:9]3[CH:10]([CH2:33][C:32](=[O:34])[C:26]([C:27]([O:29][CH2:30][CH3:31])=[O:28])=[CH:25]3)[C:11]=2[CH:12]=1.